Dataset: Full USPTO retrosynthesis dataset with 1.9M reactions from patents (1976-2016). Task: Predict the reactants needed to synthesize the given product. (1) Given the product [CH2:12]1[CH:10]([NH:9][C:7]([C:6]2[CH:5]=[N+:4]([O-:16])[CH:3]=[C:2]([Br:1])[CH:13]=2)=[O:8])[CH2:11]1, predict the reactants needed to synthesize it. The reactants are: [Br:1][C:2]1[CH:3]=[N:4][CH:5]=[C:6]([CH:13]=1)[C:7]([NH:9][CH:10]1[CH2:12][CH2:11]1)=[O:8].CC[O:16]C(C)=O. (2) The reactants are: [NH:1]1[C:9]2[C:4](=[CH:5][CH:6]=[CH:7][CH:8]=2)[CH:3]=[CH:2]1.Cl.Cl[CH2:12][CH2:13][N:14]1[CH2:18][CH2:17][CH2:16][CH2:15]1. Given the product [N:14]1([CH2:13][CH2:12][N:1]2[C:9]3[C:4](=[CH:5][CH:6]=[CH:7][CH:8]=3)[CH:3]=[CH:2]2)[CH2:18][CH2:17][CH2:16][CH2:15]1, predict the reactants needed to synthesize it. (3) Given the product [CH:28]1([CH2:33][C:34]([N:22]2[CH2:23][CH2:24][CH:19]([O:18][C:15]3[CH:16]=[CH:17][C:12]([NH:11][C:10]4[C:5]5[CH:4]=[C:3]([F:2])[N:27]=[CH:26][C:6]=5[N:7]=[CH:8][N:9]=4)=[CH:13][C:14]=3[CH3:25])[CH2:20][CH2:21]2)=[O:35])[CH2:32][CH2:31][CH2:30][CH2:29]1, predict the reactants needed to synthesize it. The reactants are: Cl.[F:2][C:3]1[N:27]=[CH:26][C:6]2[N:7]=[CH:8][N:9]=[C:10]([NH:11][C:12]3[CH:17]=[CH:16][C:15]([O:18][CH:19]4[CH2:24][CH2:23][NH:22][CH2:21][CH2:20]4)=[C:14]([CH3:25])[CH:13]=3)[C:5]=2[CH:4]=1.[CH:28]1([CH2:33][C:34](Cl)=[O:35])[CH2:32][CH2:31][CH2:30][CH2:29]1.C1(C(N2CCC(OC3C=CC(NC4C5C=C(F)N=CC=5N=CN=4)=CC=3C)CC2)=O)CCCC1. (4) Given the product [CH3:20][NH:13][C:12]1[CH:14]=[CH:15][C:9]([O:8][CH2:1][C:2]2[CH:3]=[CH:4][CH:5]=[CH:6][CH:7]=2)=[CH:10][C:11]=1[CH3:16], predict the reactants needed to synthesize it. The reactants are: [CH2:1]([O:8][C:9]1[CH:15]=[CH:14][C:12]([NH2:13])=[C:11]([CH3:16])[CH:10]=1)[C:2]1[CH:7]=[CH:6][CH:5]=[CH:4][CH:3]=1.N1(CO)C2C=CC=C[C:20]=2N=N1.[BH4-].[Na+].O.